From a dataset of Full USPTO retrosynthesis dataset with 1.9M reactions from patents (1976-2016). Predict the reactants needed to synthesize the given product. (1) Given the product [F:24][C:25]1[CH:30]=[CH:29][C:28]([C:2]2[CH:8]=[CH:7][CH:6]=[CH:5][C:3]=2[NH2:4])=[CH:27][CH:26]=1, predict the reactants needed to synthesize it. The reactants are: Br[C:2]1[CH:8]=[CH:7][CH:6]=[CH:5][C:3]=1[NH2:4].COCCOCCOC.C(=O)([O-])[O-].[Na+].[Na+].[F:24][C:25]1[CH:30]=[CH:29][C:28](B(O)O)=[CH:27][CH:26]=1.B(O)O. (2) Given the product [F:8][C:6]1[CH:5]=[C:4]([CH2:9][C@@H:10]([C:29]2[C:34]([C:35]3[CH:36]=[CH:37][C:38]([F:44])=[C:39]([CH:43]=3)[C:40]([NH2:42])=[O:41])=[CH:33][CH:32]=[CH:31][N:30]=2)[NH:11][C:12](=[O:28])[CH2:13][N:14]2[C:22]3[CH2:21][CH2:20][CH:19]=[CH:18][C:17]=3[C:16]([C:24]([F:27])([F:26])[F:25])=[N:15]2)[CH:3]=[C:2]([F:1])[CH:7]=1, predict the reactants needed to synthesize it. The reactants are: [F:1][C:2]1[CH:3]=[C:4]([CH2:9][C@@H:10]([C:29]2[C:34]([C:35]3[CH:36]=[CH:37][C:38]([F:44])=[C:39]([CH:43]=3)[C:40]([NH2:42])=[O:41])=[CH:33][CH:32]=[CH:31][N:30]=2)[NH:11][C:12](=[O:28])[CH2:13][N:14]2[C:22]3[CH2:21][CH2:20][CH2:19][CH:18](O)[C:17]=3[C:16]([C:24]([F:27])([F:26])[F:25])=[N:15]2)[CH:5]=[C:6]([F:8])[CH:7]=1.C1(C)C=CC(S(O)(=O)=O)=CC=1. (3) Given the product [Cl-:24].[C:4]1([N+:3]2[C:26]([CH3:25])=[C:27]([CH3:28])[S:11][CH:1]=2)[CH:9]=[CH:8][CH:7]=[CH:6][CH:5]=1, predict the reactants needed to synthesize it. The reactants are: [CH:1]([NH:3][C:4]1[CH:9]=[CH:8][CH:7]=[CH:6][CH:5]=1)=O.P12(SP3(SP(SP(S3)(S1)=S)(=S)S2)=S)=[S:11].[Cl:24][CH2:25][CH2:26][C:27](=O)[CH3:28].C([O-])([O-])=O.[Na+].[Na+].